Dataset: Catalyst prediction with 721,799 reactions and 888 catalyst types from USPTO. Task: Predict which catalyst facilitates the given reaction. (1) Reactant: C[O:2][C:3](=[O:33])[CH2:4][C:5]1[CH:10]=[CH:9][CH:8]=[C:7]([O:11][C:12]2[CH:17]=[CH:16][C:15]([Br:18])=[CH:14][C:13]=2[CH2:19][N:20]([C:29]([O:31][CH3:32])=[O:30])[CH2:21][CH2:22][C:23]2[CH:28]=[CH:27][CH:26]=[CH:25][CH:24]=2)[CH:6]=1.[OH-].[Li+].Cl. Product: [Br:18][C:15]1[CH:16]=[CH:17][C:12]([O:11][C:7]2[CH:6]=[C:5]([CH2:4][C:3]([OH:33])=[O:2])[CH:10]=[CH:9][CH:8]=2)=[C:13]([CH2:19][N:20]([C:29]([O:31][CH3:32])=[O:30])[CH2:21][CH2:22][C:23]2[CH:28]=[CH:27][CH:26]=[CH:25][CH:24]=2)[CH:14]=1. The catalyst class is: 36. (2) Reactant: [C:1]1([C@H:7]([NH:10][C:11]([C:13]2[CH:14]=[CH:15][N:16]3[CH2:21][CH2:20][O:19][CH2:18][C:17]=23)=[O:12])[CH2:8][CH3:9])[CH:6]=[CH:5][CH:4]=[CH:3][CH:2]=1.[Br:22]N1C(=O)CCC1=O.[OH-].[Na+].O. Product: [C:1]1([C@H:7]([NH:10][C:11]([C:13]2[CH:14]=[C:15]([Br:22])[N:16]3[CH2:21][CH2:20][O:19][CH2:18][C:17]=23)=[O:12])[CH2:8][CH3:9])[CH:6]=[CH:5][CH:4]=[CH:3][CH:2]=1. The catalyst class is: 4. (3) Reactant: [CH3:1][CH:2]([CH3:36])[CH2:3][O:4][C:5]([N:7]1[CH:11]=[CH:10][N:9]=[C:8]1[C:12]1[CH:17]=[CH:16][C:15]([C:18]2[CH:19]=[CH:20][C:21]3[O:27][CH2:26][CH2:25][N:24](C(OC(C)(C)C)=O)[CH2:23][C:22]=3[CH:35]=2)=[CH:14][CH:13]=1)=[O:6].FC(F)(F)C(O)=O. Product: [O:27]1[C:21]2[CH:20]=[CH:19][C:18]([C:15]3[CH:14]=[CH:13][C:12]([C:8]4[N:7]([C:5]([O:4][CH2:3][CH:2]([CH3:36])[CH3:1])=[O:6])[CH:11]=[CH:10][N:9]=4)=[CH:17][CH:16]=3)=[CH:35][C:22]=2[CH2:23][NH:24][CH2:25][CH2:26]1. The catalyst class is: 4. (4) Reactant: [CH2:1]([O:8][CH2:9][CH2:10][CH2:11][O:12][C:13]1[C:14]([OH:22])=[C:15]([CH:18]=[CH:19][C:20]=1[CH3:21])[CH:16]=[O:17])[C:2]1[CH:7]=[CH:6][CH:5]=[CH:4][CH:3]=1.[F:23][C:24]([F:30])([F:29])[S:25](O)(=[O:27])=[O:26].N1C=CC=CC=1. Product: [CH2:1]([O:8][CH2:9][CH2:10][CH2:11][O:12][C:13]1[C:20]([CH3:21])=[CH:19][CH:18]=[C:15]([CH:16]=[O:17])[C:14]=1[O:22][S:25]([C:24]([F:30])([F:29])[F:23])(=[O:27])=[O:26])[C:2]1[CH:3]=[CH:4][CH:5]=[CH:6][CH:7]=1. The catalyst class is: 4. (5) Reactant: FC(F)(F)S([O-])(=O)=O.[Mg+2].FC(F)(F)S([O-])(=O)=O.[O:18]1[CH2:20][C@H:19]1[C:21]([O:23][CH3:24])=[O:22].[CH2:25]([OH:27])[CH3:26]. Product: [CH2:25]([O:27][CH2:20][C@H:19]([OH:18])[C:21]([O:23][CH3:24])=[O:22])[CH3:26]. The catalyst class is: 2. (6) Reactant: F[C:2](F)(F)[C:3]1[CH:8]=[CH:7][C:6]([OH:9])=[CH:5][CH:4]=1.[C:12](OCC)(=[O:14])C.[CH3:18]CCCCC. Product: [CH2:2]([C:3]1[CH:8]=[CH:7][C:6]([OH:9])=[C:5]([CH:4]=1)[CH:12]=[O:14])[CH3:18]. The catalyst class is: 81. (7) Reactant: [H-].[Na+].[I:3][C:4]1[C:5]([O:18][CH3:19])=[CH:6][C:7]([NH:10][C:11](=[O:17])[O:12][C:13]([CH3:16])([CH3:15])[CH3:14])=[N:8][CH:9]=1.[CH3:20]I. Product: [C:13]([O:12][C:11](=[O:17])[N:10]([C:7]1[CH:6]=[C:5]([O:18][CH3:19])[C:4]([I:3])=[CH:9][N:8]=1)[CH3:20])([CH3:14])([CH3:15])[CH3:16]. The catalyst class is: 3. (8) Reactant: Cl.[NH2:2][CH2:3][CH2:4][NH:5][S:6]([C:9]1[C:17]2[C:12](=[CH:13][CH:14]=[C:15]([Br:18])[CH:16]=2)[N:11]([S:19]([C:22]2[CH:27]=[CH:26][CH:25]=[CH:24][CH:23]=2)(=[O:21])=[O:20])[C:10]=1[C:28]([O:30][CH2:31][CH3:32])=[O:29])(=[O:8])=[O:7].[CH3:33][O:34][C:35]1[CH:43]=[CH:42][C:38]([C:39](Cl)=[O:40])=[CH:37][CH:36]=1.C(N(CC)CC)C. Product: [Br:18][C:15]1[CH:16]=[C:17]2[C:12](=[CH:13][CH:14]=1)[N:11]([S:19]([C:22]1[CH:27]=[CH:26][CH:25]=[CH:24][CH:23]=1)(=[O:21])=[O:20])[C:10]([C:28]([O:30][CH2:31][CH3:32])=[O:29])=[C:9]2[S:6]([NH:5][CH2:4][CH2:3][NH:2][C:39](=[O:40])[C:38]1[CH:42]=[CH:43][C:35]([O:34][CH3:33])=[CH:36][CH:37]=1)(=[O:8])=[O:7]. The catalyst class is: 4. (9) Reactant: Cl[C:2](Cl)([O:4]C(=O)OC(Cl)(Cl)Cl)Cl.[CH2:13]([O:20][CH2:21][CH2:22][CH2:23][CH2:24][CH2:25][CH2:26][NH2:27])[CH2:14][CH2:15][CH2:16][CH2:17][CH2:18][CH3:19].CCN(C(C)C)C(C)C. Product: [CH2:13]([O:20][CH2:21][CH2:22][CH2:23][CH2:24][CH2:25][CH2:26][N:27]=[C:2]=[O:4])[CH2:14][CH2:15][CH2:16][CH2:17][CH2:18][CH3:19]. The catalyst class is: 4.